This data is from Reaction yield outcomes from USPTO patents with 853,638 reactions. The task is: Predict the reaction yield, written as a fraction of the theoretical maximum amount of product (1.0 means a 100% yield; for example, 0.34 means a 34% yield). (1) The catalyst is CS(C)=O. The yield is 0.410. The reactants are C(N1C=CN=C1)(N1C=CN=C1)=O.[Cl:13][C:14]1[CH:19]=[CH:18][CH:17]=[CH:16][C:15]=1[C:20]1[CH:28]=[N:27][CH:26]=[C:25]([NH:29][C:30]2[CH:35]=[CH:34][C:33]([I:36])=[CH:32][C:31]=2[F:37])[C:21]=1[C:22]([OH:24])=O.O.[NH2:39][NH2:40]. The product is [Cl:13][C:14]1[CH:19]=[CH:18][CH:17]=[CH:16][C:15]=1[C:20]1[CH:28]=[N:27][CH:26]=[C:25]([NH:29][C:30]2[CH:35]=[CH:34][C:33]([I:36])=[CH:32][C:31]=2[F:37])[C:21]=1[C:22]([NH:39][NH2:40])=[O:24]. (2) The reactants are [CH3:1][CH:2]1[N:7]([CH3:8])[CH2:6][CH2:5][N:4]2[N:9]=[C:10]([NH2:12])[CH:11]=[C:3]12.[C:13]([O:16][CH2:17][C:18]1[C:19]([N:33]2[CH2:44][CH2:43][N:42]3[C:35](=[CH:36][C:37]4[CH2:38][C:39](C)([CH3:45])[CH2:40][C:41]=43)[C:34]2=[O:47])=[N:20][CH:21]=[CH:22][C:23]=1[C:24]1[CH:29]=[C:28](Br)[C:27](=[O:31])[N:26]([CH3:32])[CH:25]=1)(=[O:15])[CH3:14].CC1(C)C2C(=C(P(C3C=CC=CC=3)C3C=CC=CC=3)C=CC=2)OC2C(P(C3C=CC=CC=3)C3C=CC=CC=3)=CC=CC1=2.C([O-])([O-])=O.[Cs+].[Cs+]. The catalyst is C1C=CC(/C=C/C(/C=C/C2C=CC=CC=2)=O)=CC=1.C1C=CC(/C=C/C(/C=C/C2C=CC=CC=2)=O)=CC=1.C1C=CC(/C=C/C(/C=C/C2C=CC=CC=2)=O)=CC=1.[Pd].[Pd].O1CCOCC1. The product is [C:13]([O:16][CH2:17][C:18]1[C:19]([N:33]2[CH2:44][CH2:43][N:42]3[C:41]4[CH2:40][CH2:39][CH2:45][CH2:38][C:37]=4[CH:36]=[C:35]3[C:34]2=[O:47])=[N:20][CH:21]=[CH:22][C:23]=1[C:24]1[CH:29]=[C:28]([NH:12][C:10]2[CH:11]=[C:3]3[CH:2]([CH3:1])[N:7]([CH3:8])[CH2:6][CH2:5][N:4]3[N:9]=2)[C:27](=[O:31])[N:26]([CH3:32])[CH:25]=1)(=[O:15])[CH3:14]. The yield is 0.820. (3) The reactants are [F:1][C:2]1[CH:7]=[CH:6][CH:5]=[C:4]([F:8])[C:3]=1[C:9]1[NH:17][C:16]2[CH:15]=[CH:14][N:13]=[CH:12][C:11]=2[CH:10]=1.C1C(=O)N([Br:25])C(=O)C1. The catalyst is C(Cl)Cl. The product is [Br:25][C:10]1[C:11]2[CH:12]=[N:13][CH:14]=[CH:15][C:16]=2[NH:17][C:9]=1[C:3]1[C:4]([F:8])=[CH:5][CH:6]=[CH:7][C:2]=1[F:1]. The yield is 0.860. (4) The reactants are [C:1]([C:5]1[CH:6]=[C:7]([OH:11])[CH:8]=[CH:9][CH:10]=1)([CH3:4])([CH3:3])[CH3:2].[Br:12]Br.O.ClCCl. The catalyst is C(Cl)(Cl)(Cl)Cl. The product is [Br:12][C:8]1[CH:9]=[CH:10][C:5]([C:1]([CH3:4])([CH3:2])[CH3:3])=[CH:6][C:7]=1[OH:11]. The yield is 0.920. (5) The reactants are [CH2:1]([O:8][C:9]1[C:10]([NH:36][C:37]2[CH:42]=[CH:41][CH:40]=[CH:39][C:38]=2[N+:43]([O-])=O)=[CH:11][C:12]2[CH2:13][C@H:14]3[N:25]([C:26]([O:28][CH2:29][C:30]4[CH:35]=[CH:34][CH:33]=[CH:32][CH:31]=4)=[O:27])[CH2:24][CH2:23][C@@:20]4([C:21]=2[CH:22]=1)[C@H:15]3[CH2:16][CH2:17][CH2:18][CH2:19]4)[C:2]1[CH:7]=[CH:6][CH:5]=[CH:4][CH:3]=1.O.NN. The catalyst is CO.[Ni]. The product is [NH2:43][C:38]1[CH:39]=[CH:40][CH:41]=[CH:42][C:37]=1[NH:36][C:10]1[C:9]([O:8][CH2:1][C:2]2[CH:3]=[CH:4][CH:5]=[CH:6][CH:7]=2)=[CH:22][C:21]2[C@:20]34[CH2:23][CH2:24][N:25]([C:26]([O:28][CH2:29][C:30]5[CH:31]=[CH:32][CH:33]=[CH:34][CH:35]=5)=[O:27])[C@@H:14]([C@@H:15]3[CH2:16][CH2:17][CH2:18][CH2:19]4)[CH2:13][C:12]=2[CH:11]=1. The yield is 0.990. (6) The reactants are Cl[C:2]1[C:3](=[O:21])[N:4]([CH2:19][CH3:20])[S:5](=[O:18])(=[O:17])[C:6]=1[C:7]1[CH:12]=[CH:11][C:10]([C:13]([F:16])([F:15])[F:14])=[CH:9][CH:8]=1.[NH2:22][C:23]1[CH:24]=[CH:25][C:26]2[O:30][C:29]([C:31](=[O:33])[CH3:32])=[CH:28][C:27]=2[CH:34]=1.CCOC(C)=O. The catalyst is CN(C=O)C. The product is [C:31]([C:29]1[O:30][C:26]2[CH:25]=[CH:24][C:23]([NH:22][C:2]3[C:3](=[O:21])[N:4]([CH2:19][CH3:20])[S:5](=[O:18])(=[O:17])[C:6]=3[C:7]3[CH:12]=[CH:11][C:10]([C:13]([F:16])([F:15])[F:14])=[CH:9][CH:8]=3)=[CH:34][C:27]=2[CH:28]=1)(=[O:33])[CH3:32]. The yield is 0.340. (7) The reactants are [CH2:1]([N:8]([CH2:32][C:33]1[CH:38]=[CH:37][CH:36]=[CH:35][CH:34]=1)[C:9]1[CH:10]=[C:11]([N:18]2[CH2:23][CH2:22][N:21]([C:24]([C:26]3[CH:31]=[CH:30][CH:29]=[CH:28][CH:27]=3)=[O:25])[CH2:20][CH2:19]2)[CH:12]=[CH:13][C:14]=1[N+:15]([O-])=O)[C:2]1[CH:7]=[CH:6][CH:5]=[CH:4][CH:3]=1.Cl[Sn]Cl.O. The catalyst is CCOC(C)=O. The product is [NH2:15][C:14]1[CH:13]=[CH:12][C:11]([N:18]2[CH2:23][CH2:22][N:21]([C:24]([C:26]3[CH:31]=[CH:30][CH:29]=[CH:28][CH:27]=3)=[O:25])[CH2:20][CH2:19]2)=[CH:10][C:9]=1[N:8]([CH2:32][C:33]1[CH:38]=[CH:37][CH:36]=[CH:35][CH:34]=1)[CH2:1][C:2]1[CH:3]=[CH:4][CH:5]=[CH:6][CH:7]=1. The yield is 0.650. (8) The reactants are [CH3:1][O:2][C:3]1[CH:4]=[C:5]2[C:10](=[CH:11][CH:12]=1)[NH:9][C:8](=O)[C:7]([CH3:14])=[N:6]2.COC1C=C2C(N=C(C)C(=O)N2)=CC=1.O=P(Cl)(Cl)[Cl:31]. No catalyst specified. The product is [Cl:31][C:8]1[C:7]([CH3:14])=[N:6][C:5]2[C:10](=[CH:11][CH:12]=[C:3]([O:2][CH3:1])[CH:4]=2)[N:9]=1. The yield is 0.387. (9) No catalyst specified. The reactants are [C:1]([NH:4][C:5]1[CH:10]=[CH:9][C:8]([OH:11])=[CH:7][CH:6]=1)(=[O:3])[CH3:2].OC1C=CC(S[C:20]2[CH:25]=[CH:24][C:23]([N+:26]([O-:28])=[O:27])=[C:22]([NH2:29])[CH:21]=2)=CC=1.[H-].[Na+]. The product is [C:1]([NH:4][C:5]1[CH:10]=[CH:9][C:8]([O:11][C:20]2[CH:25]=[CH:24][C:23]([N+:26]([O-:28])=[O:27])=[C:22]([NH2:29])[CH:21]=2)=[CH:7][CH:6]=1)(=[O:3])[CH3:2]. The yield is 0.810. (10) The reactants are [F:1][C:2]1[CH:3]=[C:4]([CH:12]=[C:13]([F:17])[C:14]=1[CH:15]=[O:16])[C:5]([O:7][C:8]([CH3:11])([CH3:10])[CH3:9])=[O:6].[BH4-].[Na+]. The catalyst is CO. The product is [F:1][C:2]1[CH:3]=[C:4]([CH:12]=[C:13]([F:17])[C:14]=1[CH2:15][OH:16])[C:5]([O:7][C:8]([CH3:11])([CH3:10])[CH3:9])=[O:6]. The yield is 0.970.